This data is from Catalyst prediction with 721,799 reactions and 888 catalyst types from USPTO. The task is: Predict which catalyst facilitates the given reaction. (1) Reactant: [N:1]([C:4]([C:7]1[CH:8]=[C:9]2[C:14](=[CH:15][CH:16]=1)[N:13]=[CH:12][CH:11]=[CH:10]2)([CH3:6])[CH3:5])=[N+]=[N-].[H][H]. Product: [N:13]1[C:14]2[C:9](=[CH:8][C:7]([C:4]([NH2:1])([CH3:5])[CH3:6])=[CH:16][CH:15]=2)[CH:10]=[CH:11][CH:12]=1. The catalyst class is: 29. (2) Reactant: [NH2:1][C:2]1[N:7]=[C:6]([N:8]2[CH:17]([CH3:18])[CH2:16][C:15]3[C:10](=[CH:11][C:12]([C:19]4[CH2:20][CH2:21][N:22]([C:25]([O:27][C:28]([CH3:31])([CH3:30])[CH3:29])=[O:26])[CH2:23][CH:24]=4)=[CH:13][CH:14]=3)[CH2:9]2)[CH:5]=[C:4]([N:32]2[CH2:37][CH2:36][N:35]([CH3:38])[CH2:34][CH2:33]2)[N:3]=1.[H][H]. Product: [NH2:1][C:2]1[N:7]=[C:6]([N:8]2[CH:17]([CH3:18])[CH2:16][C:15]3[C:10](=[CH:11][C:12]([CH:19]4[CH2:24][CH2:23][N:22]([C:25]([O:27][C:28]([CH3:30])([CH3:31])[CH3:29])=[O:26])[CH2:21][CH2:20]4)=[CH:13][CH:14]=3)[CH2:9]2)[CH:5]=[C:4]([N:32]2[CH2:33][CH2:34][N:35]([CH3:38])[CH2:36][CH2:37]2)[N:3]=1. The catalyst class is: 19. (3) Reactant: Cl[C:2]1[C:3]([O:8][C:9]2[CH:14]=[CH:13][C:12]([NH:15][C:16]3[S:17][C:18]4[CH:24]=[CH:23][CH:22]=[CH:21][C:19]=4[N:20]=3)=[CH:11][CH:10]=2)=[N:4][CH:5]=[CH:6][N:7]=1.Cl.[O:26]1[CH2:31][CH2:30][CH2:29][CH:28]([NH2:32])[CH2:27]1.CCN(C(C)C)C(C)C. Product: [O:26]1[CH2:31][CH2:30][CH2:29][CH:28]([NH:32][C:2]2[C:3]([O:8][C:9]3[CH:10]=[CH:11][C:12]([NH:15][C:16]4[S:17][C:18]5[CH:24]=[CH:23][CH:22]=[CH:21][C:19]=5[N:20]=4)=[CH:13][CH:14]=3)=[N:4][CH:5]=[CH:6][N:7]=2)[CH2:27]1. The catalyst class is: 32. (4) Reactant: Cl[C:2]1[C:7]([N+:8]([O-:10])=[O:9])=[CH:6][CH:5]=[C:4]([O:11][CH3:12])[N:3]=1.[CH3:13][NH:14][CH2:15][CH:16]([OH:19])[CH2:17][OH:18]. Product: [CH3:12][O:11][C:4]1[N:3]=[C:2]([CH2:13][NH:14][CH2:15][CH:16]([OH:19])[CH2:17][OH:18])[C:7]([N+:8]([O-:10])=[O:9])=[CH:6][CH:5]=1. The catalyst class is: 8. (5) Reactant: Cl[CH:2]1[NH+:11]2[CH2:12][CH2:13][C:14]3[C:19]([C:10]2=[CH:9][C:8]2[CH:7]=[CH:6][C:5]([O:23][CH3:24])=[C:4]([O:25][CH3:26])[C:3]1=2)=[CH:18][C:17]1[O:20][CH2:21][O:22][C:16]=1[CH:15]=3.[Cl-].[CH2:28]([Mg]Br)[CH3:29].O1CC[CH2:34][CH2:33]1. Product: [CH2:33]([C:2]1([CH2:28][CH3:29])[N:11]2[CH2:12][CH2:13][C:14]3[C:19]([C:10]2=[CH:9][C:8]2[CH:7]=[CH:6][C:5]([O:23][CH3:24])=[C:4]([O:25][CH3:26])[C:3]1=2)=[CH:18][C:17]1[O:20][CH2:21][O:22][C:16]=1[CH:15]=3)[CH3:34]. The catalyst class is: 27.